Dataset: Reaction yield outcomes from USPTO patents with 853,638 reactions. Task: Predict the reaction yield, written as a fraction of the theoretical maximum amount of product (1.0 means a 100% yield; for example, 0.34 means a 34% yield). (1) The reactants are [Cl:1][C:2]1[CH:3]=[C:4]2[C:8](=[C:9]([NH:11][CH:12]3[CH2:16][CH2:15][CH2:14][CH2:13]3)[CH:10]=1)[NH:7][C:6]([C:17]1[S:18][CH2:19][C@@H:20]([CH2:22][C:23](O)=[O:24])[N:21]=1)=[CH:5]2.C(N(CC)CC)C.C(Cl)(=O)C(C)C.[BH4-].[Na+]. The catalyst is C(Cl)Cl. The product is [Cl:1][C:2]1[CH:3]=[C:4]2[C:8](=[C:9]([NH:11][CH:12]3[CH2:16][CH2:15][CH2:14][CH2:13]3)[CH:10]=1)[NH:7][C:6]([C:17]1[S:18][CH2:19][C@@H:20]([CH2:22][CH2:23][OH:24])[N:21]=1)=[CH:5]2. The yield is 0.720. (2) The reactants are [CH2:1]([N:4]([CH2:20][CH2:21][CH3:22])[C:5]([CH2:7][C:8]1[C:16]2[C:11](=[CH:12][CH:13]=[C:14]([O:17][CH3:18])[CH:15]=2)[N:10]([CH3:19])[CH:9]=1)=[O:6])[CH2:2][CH3:3].C([BH3-])#N.[Na+].[OH-].[Na+]. The catalyst is FC(F)(F)C(O)=O.C(OCC)C. The product is [CH2:20]([N:4]([CH2:1][CH2:2][CH3:3])[C:5]([CH2:7][CH:8]1[C:16]2[C:11](=[CH:12][CH:13]=[C:14]([O:17][CH3:18])[CH:15]=2)[N:10]([CH3:19])[CH2:9]1)=[O:6])[CH2:21][CH3:22]. The yield is 0.830.